Dataset: Reaction yield outcomes from USPTO patents with 853,638 reactions. Task: Predict the reaction yield, written as a fraction of the theoretical maximum amount of product (1.0 means a 100% yield; for example, 0.34 means a 34% yield). The reactants are [CH3:1][S:2]([NH:5][C:6]1[CH:21]=[CH:20][C:9]2[NH:10][C:11]([CH2:16][C:17](O)=[O:18])=[N:12][S:13](=[O:15])(=[O:14])[C:8]=2[CH:7]=1)(=[O:4])=[O:3].C([O:24][C:25]([C@H:27]1[C@@H:32]([NH:33][CH2:34][C:35]2[CH:40]=[CH:39][C:38]([F:41])=[CH:37][CH:36]=2)[C@H:31]2[CH2:42][C@@H:28]1[CH2:29][CH2:30]2)=O)C.CN1CCOCC1.Cl.CN(C)CCCN=C=NCC.C(N(CC)CC)C. The catalyst is C(#N)C. The product is [F:41][C:38]1[CH:37]=[CH:36][C:35]([CH2:34][N:33]2[C:17](=[O:18])[C:16]([C:11]3[NH:10][C:9]4[CH:20]=[CH:21][C:6]([NH:5][S:2]([CH3:1])(=[O:4])=[O:3])=[CH:7][C:8]=4[S:13](=[O:14])(=[O:15])[N:12]=3)=[C:25]([OH:24])[C@H:27]3[C@@H:32]2[C@H:31]2[CH2:42][C@@H:28]3[CH2:29][CH2:30]2)=[CH:40][CH:39]=1. The yield is 0.780.